This data is from Catalyst prediction with 721,799 reactions and 888 catalyst types from USPTO. The task is: Predict which catalyst facilitates the given reaction. (1) Reactant: Cl.[Cl:2][C:3]1[CH:8]=[CH:7][C:6]([C:9]2([OH:34])[CH2:14][CH2:13][N:12]([CH2:15][CH2:16][CH:17]=[C:18]3[C:24]4[CH:25]=[CH:26][CH:27]=[CH:28][C:23]=4[C:22](=[O:29])[NH:21][C:20]4[CH:30]=[CH:31][CH:32]=[CH:33][C:19]3=4)[CH2:11][CH2:10]2)=[CH:5][CH:4]=1.[H-].[Na+].[CH2:37](Br)[C:38]1[CH:43]=[CH:42][CH:41]=[CH:40][CH:39]=1.O. Product: [CH2:37]([N:21]1[C:22](=[O:29])[C:23]2[CH:28]=[CH:27][CH:26]=[CH:25][C:24]=2[C:18](=[CH:17][CH2:16][CH2:15][N:12]2[CH2:13][CH2:14][C:9]([C:6]3[CH:7]=[CH:8][C:3]([Cl:2])=[CH:4][CH:5]=3)([OH:34])[CH2:10][CH2:11]2)[C:19]2[CH:33]=[CH:32][CH:31]=[CH:30][C:20]1=2)[C:38]1[CH:43]=[CH:42][CH:41]=[CH:40][CH:39]=1. The catalyst class is: 39. (2) Reactant: [Cl:1][C:2]1[C:18]([I:19])=[CH:17][C:5]2[C:6](=O)/[C:7](=[CH:12]\N(C)C)/[CH2:8][C:9](=[O:11])[NH:10][C:4]=2[CH:3]=1.Cl.[NH2:21][C:22]([NH2:24])=[NH:23].C(=O)([O-])[O-].[K+].[K+].O. Product: [NH2:23][C:22]1[N:24]=[CH:12][C:7]2[CH2:8][C:9](=[O:11])[NH:10][C:4]3[CH:3]=[C:2]([Cl:1])[C:18]([I:19])=[CH:17][C:5]=3[C:6]=2[N:21]=1. The catalyst class is: 14.